The task is: Predict which catalyst facilitates the given reaction.. This data is from Catalyst prediction with 721,799 reactions and 888 catalyst types from USPTO. (1) Reactant: [O:1]([CH2:9][CH:10]([F:12])[F:11])S(C(F)(F)F)(=O)=O.[Cl:13][C:14]1[CH:22]=[CH:21][C:20](O)=[C:19]2[C:15]=1[C:16](=[O:37])[N:17]([C:25]1[CH:30]=[CH:29][C:28]([CH2:31][C:32]([O:34][CH2:35][CH3:36])=[O:33])=[CH:27][CH:26]=1)[C:18]2=[O:24].C([O-])([O-])=O.[Na+].[Na+].O. Product: [Cl:13][C:14]1[CH:22]=[CH:21][C:20]([O:1][CH2:9][CH:10]([F:12])[F:11])=[C:19]2[C:15]=1[C:16](=[O:37])[N:17]([C:25]1[CH:30]=[CH:29][C:28]([CH2:31][C:32]([O:34][CH2:35][CH3:36])=[O:33])=[CH:27][CH:26]=1)[C:18]2=[O:24]. The catalyst class is: 3. (2) Reactant: [O:1]([C:8]1[CH:13]=[CH:12][C:11]([C:14]2[C:22]3[C:17](=[N:18][CH:19]=[N:20][C:21]=3[NH2:23])[N:16]([CH:24]3[CH2:29][CH2:28][NH:27][CH2:26][CH2:25]3)[N:15]=2)=[CH:10][CH:9]=1)[C:2]1[CH:7]=[CH:6][CH:5]=[CH:4][CH:3]=1.Cl.[CH3:31][N:32]1[CH2:37][CH2:36][N:35]([C:38](Cl)=[O:39])[CH2:34][CH2:33]1. Product: [NH2:23][C:21]1[N:20]=[CH:19][N:18]=[C:17]2[N:16]([CH:24]3[CH2:29][CH2:28][N:27]([C:38]([N:35]4[CH2:36][CH2:37][N:32]([CH3:31])[CH2:33][CH2:34]4)=[O:39])[CH2:26][CH2:25]3)[N:15]=[C:14]([C:11]3[CH:10]=[CH:9][C:8]([O:1][C:2]4[CH:7]=[CH:6][CH:5]=[CH:4][CH:3]=4)=[CH:13][CH:12]=3)[C:22]=12. The catalyst class is: 17. (3) The catalyst class is: 37. Reactant: Cl.Cl.[NH:3]1[CH2:8][CH2:7][CH:6]([N:9]2[C:17]3[C:12](=[N:13][CH:14]=[CH:15][CH:16]=3)[NH:11][C:10]2=[O:18])[CH2:5][CH2:4]1.Cl[C:20]1[N:25]=[C:24]([N:26]([CH3:31])[S:27]([CH3:30])(=[O:29])=[O:28])[CH:23]=[C:22]([C:32]([N:34]2[C:42]3[C:37](=[CH:38][C:39]([F:43])=[CH:40][CH:41]=3)[CH2:36][CH2:35]2)=[O:33])[CH:21]=1.C(=O)([O-])[O-].[K+].[K+]. Product: [F:43][C:39]1[CH:38]=[C:37]2[C:42](=[CH:41][CH:40]=1)[N:34]([C:32]([C:22]1[CH:23]=[C:24]([N:26]([CH3:31])[S:27]([CH3:30])(=[O:29])=[O:28])[N:25]=[C:20]([N:3]3[CH2:4][CH2:5][CH:6]([N:9]4[C:17]5[C:12](=[N:13][CH:14]=[CH:15][CH:16]=5)[NH:11][C:10]4=[O:18])[CH2:7][CH2:8]3)[CH:21]=1)=[O:33])[CH2:35][CH2:36]2. (4) Reactant: S(C)C.[C:4]([O:8][C:9]([N:11]1[CH2:16][CH:15]([N:17]2[C:26]3[CH:25]=[CH:24][CH:23]=[C:22]([Cl:27])[C:21]=3[C:20]3=[N:28][O:29][C:30]([CH3:31])=[C:19]3[C:18]2=[O:32])[CH2:14][CH:13]([C:33](O)=[O:34])[CH2:12]1)=[O:10])([CH3:7])([CH3:6])[CH3:5]. Product: [C:4]([O:8][C:9]([N:11]1[CH2:12][CH:13]([CH2:33][OH:34])[CH2:14][CH:15]([N:17]2[C:26]3[CH:25]=[CH:24][CH:23]=[C:22]([Cl:27])[C:21]=3[C:20]3=[N:28][O:29][C:30]([CH3:31])=[C:19]3[C:18]2=[O:32])[CH2:16]1)=[O:10])([CH3:7])([CH3:6])[CH3:5]. The catalyst class is: 1. (5) Reactant: [F:1][C:2]([F:25])([F:24])[C:3]1[CH:4]=[C:5]([C:9]2[CH:10]=[C:11]([NH:15][C:16](=[O:23])[C:17]3[CH:22]=[CH:21][CH:20]=[CH:19][CH:18]=3)[CH:12]=[N:13][CH:14]=2)[CH:6]=[CH:7][CH:8]=1. Product: [F:24][C:2]([F:1])([F:25])[C:3]1[CH:4]=[C:5]([CH:9]2[CH2:14][NH:13][CH2:12][CH:11]([NH:15][C:16]([C:17]3[CH:22]=[CH:21][CH:20]=[CH:19][CH:18]=3)=[O:23])[CH2:10]2)[CH:6]=[CH:7][CH:8]=1. The catalyst class is: 15.